Dataset: Forward reaction prediction with 1.9M reactions from USPTO patents (1976-2016). Task: Predict the product of the given reaction. (1) Given the reactants [C:1](Cl)(=[O:5])[CH2:2][CH2:3][CH3:4].[NH2:7][C:8]1[CH:9]=[N:10][C:11]2[C:16]([C:17]=1[OH:18])=[CH:15][CH:14]=[C:13]([Cl:19])[CH:12]=2.C(N(CC)CC)C, predict the reaction product. The product is: [Cl:19][C:13]1[CH:12]=[C:11]2[C:16]([C:17]([OH:18])=[C:8]([NH:7][C:1](=[O:5])[CH2:2][CH2:3][CH3:4])[CH:9]=[N:10]2)=[CH:15][CH:14]=1. (2) Given the reactants [CH3:1][O:2][C:3]1[CH:4]=[C:5]([N:11]([CH3:26])[C:12]2[C:21]3[C:16](=[CH:17][CH:18]=[C:19]([N+:22]([O-])=O)[CH:20]=3)[N:15]=[C:14]([CH3:25])[N:13]=2)[CH:6]=[CH:7][C:8]=1[O:9][CH3:10].ClC1C2C(=CC=C([N+]([O-])=O)C=2)N=C(C)N=1.COC1C=C(NC)C=CC=1OC, predict the reaction product. The product is: [CH3:1][O:2][C:3]1[CH:4]=[C:5]([N:11]([CH3:26])[C:12]2[C:21]3[C:16](=[CH:17][CH:18]=[C:19]([NH2:22])[CH:20]=3)[N:15]=[C:14]([CH3:25])[N:13]=2)[CH:6]=[CH:7][C:8]=1[O:9][CH3:10]. (3) The product is: [Si:1]([O:8][C@H:9]([C:37]1[CH:38]=[N:39][C:40]([Cl:43])=[CH:41][CH:42]=1)[C@H:10]([NH:24][C:25](=[O:36])[O:26][CH2:27][C:28]1[CH:29]=[CH:30][C:31]([O:34][CH3:35])=[CH:32][CH:33]=1)[CH2:11][CH2:12][C:13](=[O:51])[CH2:14][C:15]1[CH:16]=[CH:17][C:18]([N+:21]([O-:23])=[O:22])=[CH:19][CH:20]=1)([C:4]([CH3:7])([CH3:6])[CH3:5])([CH3:3])[CH3:2]. Given the reactants [Si:1]([O:8][C@H:9]([C:37]1[CH:38]=[N:39][C:40]([Cl:43])=[CH:41][CH:42]=1)[C@H:10]([NH:24][C:25](=[O:36])[O:26][CH2:27][C:28]1[CH:33]=[CH:32][C:31]([O:34][CH3:35])=[CH:30][CH:29]=1)[CH2:11][CH2:12][C:13]#[C:14][C:15]1[CH:20]=[CH:19][C:18]([N+:21]([O-:23])=[O:22])=[CH:17][CH:16]=1)([C:4]([CH3:7])([CH3:6])[CH3:5])([CH3:3])[CH3:2].N1CCCC1.C(O)(=[O:51])C, predict the reaction product. (4) Given the reactants [OH:1][C:2]1[CH:3]=[C:4]([CH2:8][NH:9][C:10](=[O:18])[C:11]2[CH:16]=[CH:15][CH:14]=[N:13][C:12]=2[NH2:17])[CH:5]=[CH:6][CH:7]=1.I[CH2:20][CH2:21][CH2:22][CH3:23].C(=O)([O-])[O-].[Cs+].[Cs+].CN(C=O)C, predict the reaction product. The product is: [CH2:20]([O:1][C:2]1[CH:3]=[C:4]([CH2:8][NH:9][C:10](=[O:18])[C:11]2[CH:16]=[CH:15][CH:14]=[N:13][C:12]=2[NH2:17])[CH:5]=[CH:6][CH:7]=1)[CH2:21][CH2:22][CH3:23]. (5) Given the reactants [CH3:1][NH:2][S:3]([C:6]1[S:7][C:8]([Br:11])=[CH:9][CH:10]=1)(=[O:5])=[O:4].[H-].[Na+].Br[CH2:15][C:16]([C:18]1[CH:23]=[CH:22][C:21]([F:24])=[CH:20][CH:19]=1)=[O:17].O, predict the reaction product. The product is: [F:24][C:21]1[CH:22]=[CH:23][C:18]([C:16](=[O:17])[CH2:15][N:2]([CH3:1])[S:3]([C:6]2[S:7][C:8]([Br:11])=[CH:9][CH:10]=2)(=[O:4])=[O:5])=[CH:19][CH:20]=1. (6) Given the reactants Cl.[Cl:2][C:3]1[CH:8]=[CH:7][C:6]([NH:9][NH2:10])=[CH:5][CH:4]=1.C(OCC)C.C(=O)([O-])O.[Na+], predict the reaction product. The product is: [Cl:2][C:3]1[CH:8]=[CH:7][C:6]([NH:9][NH2:10])=[CH:5][CH:4]=1. (7) Given the reactants [Cl:1][C:2]1[CH:7]=[CH:6][C:5]([C:8](=O)[CH2:9][C:10](=O)[C:11]([F:14])([F:13])[F:12])=[CH:4][C:3]=1[CH3:17].[NH2:18][C:19]1[C:23]([C:24]#[N:25])=[CH:22][NH:21][N:20]=1, predict the reaction product. The product is: [Cl:1][C:2]1[CH:7]=[CH:6][C:5]([C:8]2[CH:9]=[C:10]([C:11]([F:14])([F:13])[F:12])[N:20]3[N:21]=[CH:22][C:23]([C:24]#[N:25])=[C:19]3[N:18]=2)=[CH:4][C:3]=1[CH3:17]. (8) Given the reactants [NH2:1][C:2]1[CH:3]=[CH:4][C:5]([C:10]2[O:14][CH:13]=[N:12][CH:11]=2)=[C:6]([CH:9]=1)[C:7]#[N:8].C(OC([NH:22][CH:23]([CH2:27][CH:28]([CH3:30])[CH3:29])[C:24](O)=[O:25])=O)(C)(C)C, predict the reaction product. The product is: [NH2:22][C@H:23]([CH2:27][CH:28]([CH3:30])[CH3:29])[C:24]([NH:1][C:2]1[CH:3]=[CH:4][C:5]([C:10]2[O:14][CH:13]=[N:12][CH:11]=2)=[C:6]([C:7]#[N:8])[CH:9]=1)=[O:25].